This data is from hERG Central: cardiac toxicity at 1µM, 10µM, and general inhibition. The task is: Predict hERG channel inhibition at various concentrations. (1) The compound is Cc1nc2sc(C(c3cccs3)N3CCN(Cc4ccccc4)CC3)c(O)n2n1. Results: hERG_inhib (hERG inhibition (general)): blocker. (2) The molecule is Cn1cc(CNCc2ccc(-n3cccn3)cc2)c(-c2ccccc2F)n1. Results: hERG_inhib (hERG inhibition (general)): blocker. (3) The drug is Cc1oc(-c2ccc(Cl)cc2)nc1CN1CCC(C(=O)N2CCN(Cc3ccccc3)CC2)CC1. Results: hERG_inhib (hERG inhibition (general)): blocker. (4) The drug is CN1CCN(c2oc(-c3ccccc3)nc2S(=O)(=O)c2ccc(Br)cc2)CC1. Results: hERG_inhib (hERG inhibition (general)): blocker. (5) The compound is COc1cccc(-c2nn3c(-c4cc(C)[nH]n4)nnc3s2)c1. Results: hERG_inhib (hERG inhibition (general)): blocker. (6) The drug is Cc1cc(N2CCN(c3ncccn3)CC2)nc2ccc(NC(=O)c3ccc4c(c3)OCO4)cc12. Results: hERG_inhib (hERG inhibition (general)): blocker. (7) The compound is CCN(CC)S(=O)(=O)c1cccc(-c2nnc(SCC(=O)c3ccc(Cl)s3)n2C)c1. Results: hERG_inhib (hERG inhibition (general)): blocker. (8) The drug is CCOc1ccccc1CN1CCCC(CNS(=O)(=O)c2ccc(OC)cc2)C1. Results: hERG_inhib (hERG inhibition (general)): blocker.